Dataset: Full USPTO retrosynthesis dataset with 1.9M reactions from patents (1976-2016). Task: Predict the reactants needed to synthesize the given product. Given the product [N:1]([C@@H:4]([C@@H:31]([C:38]1[CH:39]=[CH:40][C:41]([Cl:44])=[CH:42][CH:43]=1)[CH:32]1[CH2:37][CH2:36][O:35][CH2:34][CH2:33]1)[C:5]([NH:7][C:8]1[CH:9]=[N:10][CH:11]=[C:12]([F:30])[C:13]=1[CH2:14][CH2:15][C@H:16]([NH:17][S:19]([C:22]1[CH:23]=[CH:24][C:25]([O:28][CH3:29])=[CH:26][CH:27]=1)(=[O:20])=[O:21])[CH2:18][NH:45][CH2:46][C@H:47]([OH:49])[CH3:48])=[O:6])=[N+:2]=[N-:3], predict the reactants needed to synthesize it. The reactants are: [N:1]([C@@H:4]([C@@H:31]([C:38]1[CH:43]=[CH:42][C:41]([Cl:44])=[CH:40][CH:39]=1)[CH:32]1[CH2:37][CH2:36][O:35][CH2:34][CH2:33]1)[C:5]([NH:7][C:8]1[CH:9]=[N:10][CH:11]=[C:12]([F:30])[C:13]=1[CH2:14][CH2:15][CH:16]1[CH2:18][N@@:17]1[S:19]([C:22]1[CH:27]=[CH:26][C:25]([O:28][CH3:29])=[CH:24][CH:23]=1)(=[O:21])=[O:20])=[O:6])=[N+:2]=[N-:3].[NH2:45][CH2:46][C@H:47]([OH:49])[CH3:48].